This data is from Experimentally validated miRNA-target interactions with 360,000+ pairs, plus equal number of negative samples. The task is: Binary Classification. Given a miRNA mature sequence and a target amino acid sequence, predict their likelihood of interaction. (1) The miRNA is hsa-miR-7157-5p with sequence UCAGCAUUCAUUGGCACCAGAGA. The protein sequence of the target gene is MKALLILGLLLFSVAVQGKVFERCELARSLKRFGMDNFRGISLANWMCLARWESNYNTQATNYNAGDQSTDYGIFQINSHWWCNDGKTPGAVNACHLPCGALLQDDITQAVACAKRVVSDPQGIRAWVAWRSHCQNQDLTSYIQGCGV. Result: 0 (no interaction). (2) The miRNA is hsa-miR-5587-3p with sequence GCCCCGGGCAGUGUGAUCAUC. The protein sequence of the target gene is MKSAKAKTVRKPVIKKGSQTNLKDPVGVYCRVRPLSFPDQECCVEVINSTTLQLHTPEGYRLNRNGDYKETQYSFKRVFGTHTTQKELFDVVANPLVDDLIHGKNGLLFTYGVTGSGKTYTMTGSPGSGGLLPRCLNMIFNSIGSFQAKRYVFKSNDRNSMEIQCEVDALLERQKREALPIPKTPSSKRQADPEFADMINVQEFCKAEEVDEDSVYGVFVSYIEIYNNYIYDLLEEVQFDPIKPKLPQSKTLREDKNHNMYVAGCTEVEVKSTEEAFEVFWRGQKKRRIANTHLNRESSR.... Result: 0 (no interaction). (3) The miRNA is cel-miR-270 with sequence GGCAUGAUGUAGCAGUGGAG. The protein sequence of the target gene is MAYNDTDRNQTEKLLKRVRELEQEVQRLKKEQAKNKEDSNIRENSAGAGKTKRAFDFSAHGRRHVALRIAYMGWGYQGFASQENTNNTIEEKLFEALTKTRLVESRQTSNYHRCGRTDKGVSAFGQVISLDLRSQFPRGRDSEDFNVKEEANAAAEEIRYTHILNRVLPPDIRILAWAPVEPSFSARFSCLERTYRYFFPRADLDIVTMDYAAQKYVGTHDFRNLCKMDVANGVINFQRTILSAQVQLVGQSPGEGRWQEPFQLCQFEVTGQAFLYHQVRCMMAILFLIGQGMEKPEIID.... Result: 0 (no interaction). (4) The miRNA is mmu-miR-19b-3p with sequence UGUGCAAAUCCAUGCAAAACUGA. The protein sequence of the target gene is MAAESLPFTLETVSSWELEAWYEDLQEVLSSDEIGGTYISSPGNEEEESKTFTTLDPASLAWLTEEPGPTEVTRTSQSPRSPDSSQSSMAQEEEEEEQGRTRKRKQSGQCPARPGKQRMKEKEQENERKVAQLAEENERLKQEIERLTREVETTRRALIDRMVSLHQA. Result: 0 (no interaction). (5) The miRNA is hsa-miR-4284 with sequence GGGCUCACAUCACCCCAU. The protein sequence of the target gene is MAKGLLVTYALWAVGGPAGLHHLYLGRDSHALLWMLTLGGGGLGWLWEFWKLPSFVAQANRAQGQRQSPRGVTPPLSPIRFAAQVIVGIYFGLVALISLSSMVNFYIVALPLAVGLGVLLVAAVGNQTSDFKNTLGSAFLTSPIFYGRPIAILPISVAASITAQRHRRYKALVASEPLSVRLYRLGLAYLAFTGPLAYSALCNTAATLSYVAETFGSFLNWFSFFPLLGRLMEFVLLLPYRIWRLLMGETGFNSSCFQEWAKLYEFVHSFQDEKRQLAYQVLGLSEGATNEEIHRSYQEL.... Result: 1 (interaction). (6) The miRNA is hsa-miR-134-5p with sequence UGUGACUGGUUGACCAGAGGGG. The protein sequence of the target gene is MAESQLNCLDEAHVNEKVTEAQAAFYYCERRRAALEALLGGGEQAYRERLKEEQLRDFLSSPERQALRAAWSPYEDAVPAANARGKSKAKAKAPAPAPAESGESLAYWPDRSDTEVPPLDLGWTDTGFYRGVSRVTLFTHPPKDEKAPHLKQVVRQMIQQAQKVIAVVMDLFTDGDIFQDIVDAACKRRVPVYIILDEAGVKYFLEMCQDLQLTDFRIRNIRVRSVTGVGFYMPMGRIKGTLSSRFLMVDGDKVATGSYRFTWSSSHVDRNLLLLLTGQNVEPFDTEFRELYAISEEVDL.... Result: 0 (no interaction). (7) The miRNA is gga-let-7i with sequence UGAGGUAGUAGUUUGUGCUGU. The protein sequence of the target gene is MNGDAICSALPPIPYHKLADLHYLSRGASGTVSSARHADWRVRVAVKHLHIHTPLLDSERNDILREAEILHKARFSYILPILGICNEPEFLGIVTEYMPNGSLNELLHRKTEYPDIAWPLRFRILHEIALGVNYLHNMNPPLLHHDLKTQNILLDNEFHVKIADFGLSKWRMMSLSQSRSYKSAPEGGTIIYMPPENYEPGQKSRASVKHDIYSYAVIMWEVLSRKQPFEEVTNPLQIMYSVSQGHRPDTSEENLPFDIPHRGLMISLIQSGWAQNPDERPSFLKCLIELEPVLRTFEDI.... Result: 0 (no interaction).